This data is from CYP2C19 inhibition data for predicting drug metabolism from PubChem BioAssay. The task is: Regression/Classification. Given a drug SMILES string, predict its absorption, distribution, metabolism, or excretion properties. Task type varies by dataset: regression for continuous measurements (e.g., permeability, clearance, half-life) or binary classification for categorical outcomes (e.g., BBB penetration, CYP inhibition). Dataset: cyp2c19_veith. (1) The molecule is O=[N+]([O-])c1ccc([C@@H](Nc2ccccc2)c2ccc3cccnc3c2O)cc1. The result is 1 (inhibitor). (2) The compound is CNc1cc(-c2c(C)noc2C)ncn1. The result is 0 (non-inhibitor). (3) The compound is COc1ccc(CCn2c3c(c(=O)[nH]c2=O)C(NC(=O)c2cccs2)(C(F)(F)F)C(=O)N3)cc1OC. The result is 0 (non-inhibitor). (4) The drug is COc1ccccc1CN(Cc1cc2cc(C)cc(C)c2[nH]c1=O)Cc1nnnn1CC1CCCO1. The result is 1 (inhibitor). (5) The compound is Cc1ccc(OCCCC(=O)Nc2ccccc2C(F)(F)F)cc1. The result is 1 (inhibitor). (6) The drug is CCCOc1ccc(N2C(=O)CC(S/C(N)=N/N=C(\C)c3cccs3)C2=O)cc1. The result is 1 (inhibitor). (7) The drug is O=c1cnc2cncnc2n1Cc1ccccc1Cl. The result is 1 (inhibitor). (8) The molecule is Cc1ccc(NCC(=O)N/N=C/c2ccc(OC(=O)c3ccco3)cc2)cc1. The result is 1 (inhibitor).